Dataset: Peptide-MHC class I binding affinity with 185,985 pairs from IEDB/IMGT. Task: Regression. Given a peptide amino acid sequence and an MHC pseudo amino acid sequence, predict their binding affinity value. This is MHC class I binding data. (1) The peptide sequence is FGEVVDCTL. The MHC is H-2-Kb with pseudo-sequence H-2-Kb. The binding affinity (normalized) is 0.272. (2) The peptide sequence is VLDVGGTGK. The MHC is HLA-B27:05 with pseudo-sequence HLA-B27:05. The binding affinity (normalized) is 0.0847.